This data is from Full USPTO retrosynthesis dataset with 1.9M reactions from patents (1976-2016). The task is: Predict the reactants needed to synthesize the given product. Given the product [CH3:9][O:10][C:11]1[N:16]=[CH:15][C:14]([CH:7]([OH:6])[CH3:8])=[CH:13][N:12]=1, predict the reactants needed to synthesize it. The reactants are: C[Mg]Br.C([O:6][CH2:7][CH3:8])C.[CH3:9][O:10][C:11]1[N:16]=[CH:15][C:14](C=O)=[CH:13][N:12]=1.C(O)(=O)C.